This data is from Reaction yield outcomes from USPTO patents with 853,638 reactions. The task is: Predict the reaction yield, written as a fraction of the theoretical maximum amount of product (1.0 means a 100% yield; for example, 0.34 means a 34% yield). The reactants are Br[C:2]1[CH:3]=[N:4][C:5]([C:8]([OH:10])=[O:9])=[N:6][CH:7]=1.[Cl:11][C:12]1[CH:13]=[C:14]([C:18]#[CH:19])[CH:15]=[CH:16][CH:17]=1.C(N(CC)CC)C.Cl. The catalyst is CN(C=O)C.C(OCC)(=O)C.O.C1C=CC(P(C2C=CC=CC=2)C2C=CC=CC=2)=CC=1.C1C=CC(P(C2C=CC=CC=2)C2C=CC=CC=2)=CC=1.Cl[Pd]Cl.[Cu]I.C1(P(C2C=CC=CC=2)C2C=CC=CC=2)C=CC=CC=1. The product is [Cl:11][C:12]1[CH:13]=[C:14]([C:18]#[C:19][C:2]2[CH:3]=[N:4][C:5]([C:8]([OH:10])=[O:9])=[N:6][CH:7]=2)[CH:15]=[CH:16][CH:17]=1. The yield is 0.880.